This data is from Cav3 T-type calcium channel HTS with 100,875 compounds. The task is: Binary Classification. Given a drug SMILES string, predict its activity (active/inactive) in a high-throughput screening assay against a specified biological target. (1) The drug is S(=O)(=O)(NCc1sccc1)c1c(n(nc1C)C)C. The result is 0 (inactive). (2) The molecule is S1C(NC(=O)C(=C1SCC(OCC)=O)C#N)c1cc(OC)c(OC)cc1. The result is 0 (inactive). (3) The molecule is O1CCN(C=2/C(CCC2C(=O)Nc2ccccc2)=C\c2cccnc2)CC1. The result is 0 (inactive). (4) The compound is S(=O)(=O)(N1CCCCCC1)c1ccc(S(=O)(=O)n2c3c(nc2C)cccc3)cc1. The result is 0 (inactive).